Task: Predict the product of the given reaction.. Dataset: Forward reaction prediction with 1.9M reactions from USPTO patents (1976-2016) Given the reactants [CH3:1][N:2]1[CH2:7][CH2:6][N:5]([CH2:8][CH2:9][O:10][C:11]2[CH:16]=[CH:15][N:14]3[C:17]([C:20]([O-:22])=O)=[CH:18][N:19]=[C:13]3[CH:12]=2)[CH2:4][CH2:3]1.[Li+].ClC1C=C(Cl)C=C(Cl)C=1C(Cl)=O.[Si]([O:43][C:44]1[CH:45]=[CH:46][C:47]([CH2:51][N:52]2[C:60]3[CH:59]=[CH:58][CH:57]=[C:56]([NH2:61])[C:55]=3[C:54]([CH:62]3[CH2:64][CH2:63]3)=[N:53]2)=[N:48][C:49]=1[CH3:50])(C(C)(C)C)(C)C.[OH-].[Na+].[NH4+].[Cl-], predict the reaction product. The product is: [CH:62]1([C:54]2[C:55]3[C:60](=[CH:59][CH:58]=[CH:57][C:56]=3[NH:61][C:20]([C:17]3[N:14]4[CH:15]=[CH:16][C:11]([O:10][CH2:9][CH2:8][N:5]5[CH2:4][CH2:3][N:2]([CH3:1])[CH2:7][CH2:6]5)=[CH:12][C:13]4=[N:19][CH:18]=3)=[O:22])[N:52]([CH2:51][C:47]3[CH:46]=[CH:45][C:44]([OH:43])=[C:49]([CH3:50])[N:48]=3)[N:53]=2)[CH2:63][CH2:64]1.